This data is from NCI-60 drug combinations with 297,098 pairs across 59 cell lines. The task is: Regression. Given two drug SMILES strings and cell line genomic features, predict the synergy score measuring deviation from expected non-interaction effect. (1) Drug 1: CS(=O)(=O)C1=CC(=C(C=C1)C(=O)NC2=CC(=C(C=C2)Cl)C3=CC=CC=N3)Cl. Drug 2: CCN(CC)CCCC(C)NC1=C2C=C(C=CC2=NC3=C1C=CC(=C3)Cl)OC. Cell line: MDA-MB-231. Synergy scores: CSS=41.5, Synergy_ZIP=-1.79, Synergy_Bliss=3.13, Synergy_Loewe=-15.4, Synergy_HSA=4.05. (2) Drug 1: COC1=C(C=C2C(=C1)N=CN=C2NC3=CC(=C(C=C3)F)Cl)OCCCN4CCOCC4. Drug 2: CC1=C(C(CCC1)(C)C)C=CC(=CC=CC(=CC(=O)O)C)C. Cell line: RPMI-8226. Synergy scores: CSS=71.5, Synergy_ZIP=8.47, Synergy_Bliss=10.3, Synergy_Loewe=-2.85, Synergy_HSA=14.1. (3) Drug 2: CC1C(C(CC(O1)OC2CC(CC3=C2C(=C4C(=C3O)C(=O)C5=CC=CC=C5C4=O)O)(C(=O)C)O)N)O. Drug 1: CN1C2=C(C=C(C=C2)N(CCCl)CCCl)N=C1CCCC(=O)O.Cl. Cell line: SK-OV-3. Synergy scores: CSS=29.1, Synergy_ZIP=-0.179, Synergy_Bliss=-0.474, Synergy_Loewe=-4.49, Synergy_HSA=-0.199. (4) Cell line: IGROV1. Drug 1: CCC(=C(C1=CC=CC=C1)C2=CC=C(C=C2)OCCN(C)C)C3=CC=CC=C3.C(C(=O)O)C(CC(=O)O)(C(=O)O)O. Synergy scores: CSS=46.1, Synergy_ZIP=-3.52, Synergy_Bliss=-3.15, Synergy_Loewe=-13.2, Synergy_HSA=-2.83. Drug 2: CC1C(C(CC(O1)OC2CC(CC3=C2C(=C4C(=C3O)C(=O)C5=CC=CC=C5C4=O)O)(C(=O)C)O)N)O. (5) Drug 1: C1=CC(=C2C(=C1NCCNCCO)C(=O)C3=C(C=CC(=C3C2=O)O)O)NCCNCCO. Drug 2: C1=CC(=CC=C1C#N)C(C2=CC=C(C=C2)C#N)N3C=NC=N3. Cell line: MCF7. Synergy scores: CSS=27.6, Synergy_ZIP=0.335, Synergy_Bliss=0.707, Synergy_Loewe=-19.7, Synergy_HSA=1.34.